This data is from Full USPTO retrosynthesis dataset with 1.9M reactions from patents (1976-2016). The task is: Predict the reactants needed to synthesize the given product. (1) Given the product [C:1]1([CH3:24])[CH:6]=[CH:5][C:4]([C:7]2[N:8]=[C:9]3[CH:23]=[CH:22][CH2:21][N:20]([CH2:26][CH2:27][CH2:28][CH2:29][CH2:30][CH2:31][C:32]([O:34][CH2:35][CH3:36])=[O:33])[C:10]3=[N:11][C:12]=2[C:13]2[CH:18]=[CH:17][C:16]([CH3:19])=[CH:15][CH:14]=2)=[CH:3][CH:2]=1, predict the reactants needed to synthesize it. The reactants are: [C:1]1([CH3:24])[CH:6]=[CH:5][C:4]([C:7]2[N:8]=[C:9]3[CH:23]=[CH:22][CH2:21][NH:20][C:10]3=[N:11][C:12]=2[C:13]2[CH:18]=[CH:17][C:16]([CH3:19])=[CH:15][CH:14]=2)=[CH:3][CH:2]=1.O=[CH:26][CH2:27][CH2:28][CH2:29][CH2:30][CH2:31][C:32]([O:34][CH2:35][CH3:36])=[O:33].C(O[BH-](OC(=O)C)OC(=O)C)(=O)C.[Na+]. (2) Given the product [CH2:17]([O:19][C:20]([N:22]1[CH2:23][CH2:24][N:25]([C:28]([CH:30]([NH:40][C:1]([C:4]2[CH:13]=[C:12]([S:14][CH3:15])[C:11]3[C:6](=[CH:7][C:8]([Cl:16])=[CH:9][CH:10]=3)[N:5]=2)=[O:3])[CH2:31][CH2:32][C:33]([OH:35])=[O:34])=[O:29])[CH2:26][CH2:27]1)=[O:21])[CH3:18], predict the reactants needed to synthesize it. The reactants are: [C:1]([C:4]1[CH:13]=[C:12]([S:14][CH3:15])[C:11]2[C:6](=[CH:7][C:8]([Cl:16])=[CH:9][CH:10]=2)[N:5]=1)([OH:3])=O.[CH2:17]([O:19][C:20]([N:22]1[CH2:27][CH2:26][N:25]([C:28]([CH:30]([NH2:40])[CH2:31][CH2:32][C:33]([O:35]C(C)(C)C)=[O:34])=[O:29])[CH2:24][CH2:23]1)=[O:21])[CH3:18].CCN=C=NCCCN(C)C.Cl.C1C=CC2N(O)N=NC=2C=1. (3) Given the product [CH2:7]([O:14][C:15]1[C:23]([F:24])=[CH:22][C:21]([F:25])=[C:20]2[C:16]=1[C:17]([CH2:26][CH2:27][N:29]([CH3:30])[CH3:31])=[CH:18][NH:19]2)[C:8]1[CH:9]=[CH:10][CH:11]=[CH:12][CH:13]=1, predict the reactants needed to synthesize it. The reactants are: [H-].[H-].[H-].[H-].[Li+].[Al+3].[CH2:7]([O:14][C:15]1[C:23]([F:24])=[CH:22][C:21]([F:25])=[C:20]2[C:16]=1[C:17]([C:26](=O)[C:27]([N:29]([CH3:31])[CH3:30])=O)=[CH:18][NH:19]2)[C:8]1[CH:13]=[CH:12][CH:11]=[CH:10][CH:9]=1. (4) Given the product [OH:2][C:3]1[CH:8]=[CH:7][C:6]([C:9]2[C:10]3[C:11](=[O:23])[C:12]4[N:21]([CH3:22])[N:20]=[CH:19][C:13]=4[NH:14][C:15]=3[CH:16]=[CH:17][CH:18]=2)=[CH:5][CH:4]=1, predict the reactants needed to synthesize it. The reactants are: C[O:2][C:3]1[CH:8]=[CH:7][C:6]([C:9]2[C:10]3[C:11](=[O:23])[C:12]4[N:21]([CH3:22])[N:20]=[CH:19][C:13]=4[NH:14][C:15]=3[CH:16]=[CH:17][CH:18]=2)=[CH:5][CH:4]=1.O. (5) The reactants are: [NH2:1][C:2]1[N:7]=[CH:6][N:5]=[C:4]2[N:8]([CH2:32][CH2:33][N:34]3[CH2:39][CH2:38][O:37][CH2:36][CH2:35]3)[N:9]=[C:10]([C:11]3[CH:16]=[CH:15][C:14]([NH:17][C:18]([C:20]4[N:21]([CH3:29])[C:22]5[C:27]([CH:28]=4)=[CH:26][CH:25]=[CH:24][CH:23]=5)=[O:19])=[C:13]([O:30][CH3:31])[CH:12]=3)[C:3]=12.[C:40]([OH:47])(=[O:46])/[CH:41]=[CH:42]\[C:43]([OH:45])=[O:44]. Given the product [C:40]([OH:47])(=[O:46])/[CH:41]=[CH:42]\[C:43]([OH:45])=[O:44].[C:40]([OH:47])(=[O:46])/[CH:41]=[CH:42]\[C:43]([OH:45])=[O:44].[NH2:1][C:2]1[N:7]=[CH:6][N:5]=[C:4]2[N:8]([CH2:32][CH2:33][N:34]3[CH2:39][CH2:38][O:37][CH2:36][CH2:35]3)[N:9]=[C:10]([C:11]3[CH:16]=[CH:15][C:14]([NH:17][C:18]([C:20]4[N:21]([CH3:29])[C:22]5[C:27]([CH:28]=4)=[CH:26][CH:25]=[CH:24][CH:23]=5)=[O:19])=[C:13]([O:30][CH3:31])[CH:12]=3)[C:3]=12, predict the reactants needed to synthesize it. (6) Given the product [F:25][C:22]1[CH:23]=[CH:24][C:19]([CH2:18][C@H:10]2[CH2:9][C@H:8]([C:6]3[O:7][NH:29][C:4](=[O:3])[CH:5]=3)[CH2:13][CH2:12][N:11]2[C:14]([O:16][CH3:17])=[O:15])=[CH:20][CH:21]=1, predict the reactants needed to synthesize it. The reactants are: C([O:3][C:4](=O)[CH2:5][C:6]([C@@H:8]1[CH2:13][CH2:12][N:11]([C:14]([O:16][CH3:17])=[O:15])[C@@H:10]([CH2:18][C:19]2[CH:24]=[CH:23][C:22]([F:25])=[CH:21][CH:20]=2)[CH2:9]1)=[O:7])C.[OH-].[Na+].[NH2:29]O.Cl. (7) Given the product [Cl:1][C:2]1[C:3](=[O:19])[N:4]([CH:9]2[CH2:14][C:13]([CH3:16])([CH3:15])[CH2:12][C:11]([CH3:18])([CH3:17])[CH2:10]2)[N:5]=[CH:6][C:7]=1[NH:23][CH2:20][CH2:21][CH3:22], predict the reactants needed to synthesize it. The reactants are: [Cl:1][C:2]1[C:3](=[O:19])[N:4]([CH:9]2[CH2:14][C:13]([CH3:16])([CH3:15])[CH2:12][C:11]([CH3:18])([CH3:17])[CH2:10]2)[N:5]=[CH:6][C:7]=1Cl.[CH2:20]([NH2:23])[CH2:21][CH3:22]. (8) Given the product [Cl:1][C:2]1[CH:3]=[CH:4][C:5]([C:8]2[C:14]3[C:15]([CH3:19])=[C:16]([CH3:18])[S:17][C:13]=3[N:12]3[C:20]([CH3:23])=[N:21][N:22]=[C:11]3[C@:10]3([CH2:25][C@@H:24]3[CH3:26])[N:9]=2)=[CH:6][CH:7]=1, predict the reactants needed to synthesize it. The reactants are: [Cl:1][C:2]1[CH:7]=[CH:6][C:5]([C:8]2[C:14]3[C:15]([CH3:19])=[C:16]([CH3:18])[S:17][C:13]=3[N:12]3[C:20]([CH3:23])=[N:21][N:22]=[C:11]3[C@@:10]3([CH2:25][C@H:24]3[CH2:26]OC)[N:9]=2)=[CH:4][CH:3]=1.ClC1C=CC(C2C3C(C)=C(C)SC=3NC(=O)[C@]3(C[C@@H]3C)N=2)=CC=1.